Predict the reactants needed to synthesize the given product. From a dataset of Full USPTO retrosynthesis dataset with 1.9M reactions from patents (1976-2016). (1) The reactants are: [CH3:1][N:2]([CH3:47])[CH2:3][CH2:4][NH:5][C:6]([C@:8]12[CH2:43][CH2:42][C@@H:41]([C:44]([CH3:46])=[CH2:45])[C@@H:9]1[C@@H:10]1[C@@:23]([CH3:26])([CH2:24][CH2:25]2)[C@@:22]2([CH3:27])[C@@H:13]([C@:14]3([CH3:40])[C@@H:19]([CH2:20][CH2:21]2)[C:18]([CH3:29])([CH3:28])[C:17]([C:30]2[CH:39]=[CH:38][C:33]([C:34]([O:36][CH3:37])=[O:35])=[CH:32][CH:31]=2)=[CH:16][CH2:15]3)[CH2:12][CH2:11]1)=[O:7]. Given the product [CH3:47][N:2]([CH3:1])[CH2:3][CH2:4][NH:5][C:6]([C@:8]12[CH2:43][CH2:42][C@@H:41]([CH:44]([CH3:45])[CH3:46])[C@@H:9]1[C@@H:10]1[C@@:23]([CH3:26])([CH2:24][CH2:25]2)[C@@:22]2([CH3:27])[C@@H:13]([C@:14]3([CH3:40])[C@@H:19]([CH2:20][CH2:21]2)[C:18]([CH3:28])([CH3:29])[C:17]([C:30]2[CH:31]=[CH:32][C:33]([C:34]([O:36][CH3:37])=[O:35])=[CH:38][CH:39]=2)=[CH:16][CH2:15]3)[CH2:12][CH2:11]1)=[O:7], predict the reactants needed to synthesize it. (2) Given the product [Br:13][C:10]1[CH:11]=[CH:12][C:7]([O:6][CH2:5][CH2:4][NH2:1])=[C:8]([C:14]([F:15])([F:16])[F:17])[CH:9]=1, predict the reactants needed to synthesize it. The reactants are: [N:1]([CH2:4][CH2:5][O:6][C:7]1[CH:12]=[CH:11][C:10]([Br:13])=[CH:9][C:8]=1[C:14]([F:17])([F:16])[F:15])=[N+]=[N-].C1(P(C2C=CC=CC=2)C2C=CC=CC=2)C=CC=CC=1. (3) Given the product [O:25]=[C:23]1[C:22]2[C:21]3[CH2:20][CH2:26][CH2:27][C:28]=3[CH:19]=[CH:18][C:17]=2[N:16]=[C:15]([N:13]2[CH:14]=[C:10]([C:8]([OH:7])=[O:9])[CH:11]=[N:12]2)[NH:24]1.[O:49]=[C:47]1[C:46]2[C:41](=[CH:42][C:43]3[CH2:44][CH2:52][CH2:51][C:50]=3[CH:45]=2)[N:40]=[C:39]([N:37]2[CH:38]=[C:34]([C:32]([OH:31])=[O:33])[CH:35]=[N:36]2)[NH:48]1, predict the reactants needed to synthesize it. The reactants are: O.[OH-].[Li+].O.C([O:7][C:8]([C:10]1[CH:11]=[N:12][N:13]([C:15]2[NH:24][C:23](=[O:25])[C:22]3[C:17](=[CH:18][C:19]4[CH2:28][CH2:27][CH2:26][C:20]=4[CH:21]=3)[N:16]=2)[CH:14]=1)=[O:9])C.C([O:31][C:32]([C:34]1[CH:35]=[N:36][N:37]([C:39]2[NH:48][C:47](=[O:49])[C:46]3[C:45]4[CH2:50][CH2:51][CH2:52][C:44]=4[CH:43]=[CH:42][C:41]=3[N:40]=2)[CH:38]=1)=[O:33])C.